Dataset: Full USPTO retrosynthesis dataset with 1.9M reactions from patents (1976-2016). Task: Predict the reactants needed to synthesize the given product. Given the product [O:1]=[C:2]1[NH:6][CH2:5][C@@H:4]([C:7]2[C:8]([N+:21]([O-:23])=[O:22])=[CH:9][C:10]([Cl:20])=[C:11]([NH:13][C:14](=[O:19])[C:15]([F:18])([F:16])[F:17])[CH:12]=2)[CH2:3]1, predict the reactants needed to synthesize it. The reactants are: [O:1]=[C:2]1[NH:6][CH2:5][C@@H:4]([C:7]2[CH:8]=[CH:9][C:10]([Cl:20])=[C:11]([NH:13][C:14](=[O:19])[C:15]([F:18])([F:17])[F:16])[CH:12]=2)[CH2:3]1.[N+:21]([O-])([OH:23])=[O:22].NC(N)=N.